Dataset: Experimental lipophilicity measurements (octanol/water distribution) for 4,200 compounds from AstraZeneca. Task: Regression/Classification. Given a drug SMILES string, predict its absorption, distribution, metabolism, or excretion properties. Task type varies by dataset: regression for continuous measurements (e.g., permeability, clearance, half-life) or binary classification for categorical outcomes (e.g., BBB penetration, CYP inhibition). For this dataset (lipophilicity_astrazeneca), we predict Y. (1) The compound is COc1ccc(CNC(=O)Nc2ncc([N+](=O)[O-])s2)cc1. The Y is 2.90 logD. (2) The compound is O=C(CN1C(=O)C(NC(=O)c2cc3cc(Cl)sc3[nH]2)Cc2ccccc21)NCCO. The Y is 3.05 logD. (3) The compound is Cc1ccc(C(=O)NC(C)C)cc1-n1cnc2ccc(N3CCN(C)CC3)cc2c1=O. The Y is 1.56 logD.